Predict the product of the given reaction. From a dataset of Forward reaction prediction with 1.9M reactions from USPTO patents (1976-2016). (1) The product is: [Cl:29][CH2:28][CH2:27][O:25][C:4]1[CH:5]=[C:6]2[C:11](=[CH:12][C:3]=1[O:2][CH3:1])[N:10]=[CH:9][CH:8]=[C:7]2[O:13][C:14]1[C:15]([CH3:24])=[N:16][C:17]2[C:22]([CH:23]=1)=[CH:21][CH:20]=[CH:19][CH:18]=2. Given the reactants [CH3:1][O:2][C:3]1[CH:12]=[C:11]2[C:6]([C:7]([O:13][C:14]3[C:15]([CH3:24])=[N:16][C:17]4[C:22]([CH:23]=3)=[CH:21][CH:20]=[CH:19][CH:18]=4)=[CH:8][CH:9]=[N:10]2)=[CH:5][C:4]=1[OH:25].Br[CH2:27][CH2:28][Cl:29].C(=O)([O-])[O-].[K+].[K+].O, predict the reaction product. (2) Given the reactants [C:1]([C:3]1[CH:4]=[CH:5][C:6]([C@:16]([C@@H:24]2[CH2:29][CH2:28][CH2:27][N:26]([C:30]([C@H:32]3[CH2:36][C@@H:35]([NH:37]C(=O)OC(C)(C)C)[C@@H:34]([OH:45])[CH2:33]3)=[O:31])[CH2:25]2)([OH:23])[CH2:17][CH2:18][CH2:19][CH2:20][O:21][CH3:22])=[C:7]([C:9]2[CH:14]=[CH:13][CH:12]=[C:11]([CH3:15])[CH:10]=2)[CH:8]=1)#[N:2].[C:46]([OH:52])([C:48]([F:51])([F:50])[F:49])=[O:47].C(Cl)Cl, predict the reaction product. The product is: [NH2:37][C@H:35]1[C@@H:34]([OH:45])[CH2:33][C@@H:32]([C:30]([N:26]2[CH2:27][CH2:28][CH2:29][C@@H:24]([C@@:16]([C:6]3[C:7]([C:9]4[CH:14]=[CH:13][CH:12]=[C:11]([CH3:15])[CH:10]=4)=[CH:8][C:3]([C:1]#[N:2])=[CH:4][CH:5]=3)([OH:23])[CH2:17][CH2:18][CH2:19][CH2:20][O:21][CH3:22])[CH2:25]2)=[O:31])[CH2:36]1.[C:46]([OH:52])([C:48]([F:51])([F:50])[F:49])=[O:47]. (3) Given the reactants [F:1][C:2]([F:27])([F:26])[CH:3]([C:17]1[CH:22]=[C:21]([Cl:23])[C:20]([Cl:24])=[C:19]([Cl:25])[CH:18]=1)/[CH:4]=[CH:5]/[C:6]1[CH:7]=[C:8]2[C:13](=[CH:14][CH:15]=1)[C:12](=O)[CH2:11][CH2:10][CH2:9]2.Cl.[NH2:29][OH:30].C([O-])(=O)C.[Na+], predict the reaction product. The product is: [F:1][C:2]([F:27])([F:26])[CH:3]([C:17]1[CH:22]=[C:21]([Cl:23])[C:20]([Cl:24])=[C:19]([Cl:25])[CH:18]=1)/[CH:4]=[CH:5]/[C:6]1[CH:7]=[C:8]2[C:13](=[CH:14][CH:15]=1)[C:12](=[N:29][OH:30])[CH2:11][CH2:10][CH2:9]2. (4) Given the reactants C1(C(Cl)=O)CCCCC1.N[C@H](C(O)=O)CC(C)C.Cl.[Na+].[CH:21]1([C:27]([NH:29][C@H:30]([C:35]([O-:37])=[O:36])[CH2:31][CH:32]([CH3:34])[CH3:33])=[O:28])[CH2:26][CH2:25][CH2:24][CH2:23][CH2:22]1.[Na+].C1(C([O-])=O)CCCCC1.[Na+].C1(C(N[C@H](C(N[C@H](C([O-])=O)CC(C)C)=O)CC(C)C)=O)CCCCC1, predict the reaction product. The product is: [CH:21]1([C:27]([NH:29][C@H:30]([C:35]([OH:37])=[O:36])[CH2:31][CH:32]([CH3:33])[CH3:34])=[O:28])[CH2:22][CH2:23][CH2:24][CH2:25][CH2:26]1. (5) Given the reactants [C:1]([O:7][CH2:8][C:9]1[CH:14]=[CH:13][CH:12]=[CH:11][CH:10]=1)(=[O:6])[CH:2]([CH2:4][OH:5])[OH:3].N1C=CN=C1.[C:20]([Si:24]([CH3:27])([CH3:26])Cl)([CH3:23])([CH3:22])[CH3:21], predict the reaction product. The product is: [OH:3][CH:2]([CH2:4][O:5][Si:24]([CH3:27])([CH3:26])[C:20]([CH3:23])([CH3:22])[CH3:21])[C:1]([O:7][CH2:8][C:9]1[CH:14]=[CH:13][CH:12]=[CH:11][CH:10]=1)=[O:6].